From a dataset of Full USPTO retrosynthesis dataset with 1.9M reactions from patents (1976-2016). Predict the reactants needed to synthesize the given product. (1) Given the product [Cl:1][C:2]1[CH:3]=[CH:4][C:5]2[N:9]([S:10]([C:13]3[CH:18]=[CH:17][C:16]([O:19][CH3:20])=[CH:15][CH:14]=3)(=[O:11])=[O:12])[C:8](=[O:21])[N:7]([CH:22]([C:41]3[CH:46]=[CH:45][CH:44]=[CH:43][CH:42]=3)[C:23]([NH:25][CH2:26][CH2:27][N:28]3[CH2:29][CH2:30][NH:31][CH2:32][CH2:33]3)=[O:24])[C:6]=2[CH:47]=1, predict the reactants needed to synthesize it. The reactants are: [Cl:1][C:2]1[CH:3]=[CH:4][C:5]2[N:9]([S:10]([C:13]3[CH:18]=[CH:17][C:16]([O:19][CH3:20])=[CH:15][CH:14]=3)(=[O:12])=[O:11])[C:8](=[O:21])[N:7]([CH:22]([C:41]3[CH:46]=[CH:45][CH:44]=[CH:43][CH:42]=3)[C:23]([NH:25][CH2:26][CH2:27][N:28]3[CH2:33][CH2:32][N:31](C(OC(C)(C)C)=O)[CH2:30][CH2:29]3)=[O:24])[C:6]=2[CH:47]=1.FC(F)(F)C(O)=O. (2) Given the product [CH3:13][C:20]1[C:21]([C:31]([CH3:35])=[CH2:32])=[C:5]([CH3:12])[O:4][N:17]=1, predict the reactants needed to synthesize it. The reactants are: CC1C(C(OCC)=O)=[C:5]([CH3:12])[O:4]N=1.[CH3:13][Li].C([N:17]([CH2:20][CH3:21])CC)C.CS(OS(C)(=O)=O)(=O)=O.[CH2:31]1[CH2:35]OC[CH2:32]1. (3) The reactants are: FC1C=C2C(=CC=1F)N([S:12]([C:15]1[CH:20]=[CH:19][CH:18]=[CH:17][CH:16]=1)(=[O:14])=[O:13])C=C2I.[I:22][C:23]1[C:31]2[C:26](=[CH:27][C:28]([C:32]([F:35])([F:34])[F:33])=[CH:29][CH:30]=2)[NH:25][CH:24]=1. Given the product [I:22][C:23]1[C:31]2[C:26](=[CH:27][C:28]([C:32]([F:33])([F:35])[F:34])=[CH:29][CH:30]=2)[N:25]([S:12]([C:15]2[CH:20]=[CH:19][CH:18]=[CH:17][CH:16]=2)(=[O:14])=[O:13])[CH:24]=1, predict the reactants needed to synthesize it.